From a dataset of Catalyst prediction with 721,799 reactions and 888 catalyst types from USPTO. Predict which catalyst facilitates the given reaction. (1) Reactant: [CH3:1][C@@H:2]1[CH2:7][CH2:6][CH2:5][CH2:4][C@@H:3]1[NH:8][C:9]1[C:10]2[N:11]([CH:17]=[C:18]([N+:20]([O-:22])=[O:21])[CH:19]=2)[N:12]=[CH:13][C:14]=1[C:15]#[N:16].[NH4+].[OH-:24].OO. Product: [CH3:1][C@@H:2]1[CH2:7][CH2:6][CH2:5][CH2:4][C@@H:3]1[NH:8][C:9]1[C:10]2[N:11]([CH:17]=[C:18]([N+:20]([O-:22])=[O:21])[CH:19]=2)[N:12]=[CH:13][C:14]=1[C:15]([NH2:16])=[O:24]. The catalyst class is: 14. (2) Reactant: Cl[C:2]1[N:7]=[CH:6][C:5]2[C:8]([C:30]3[CH:35]=[CH:34][C:33]([F:36])=[CH:32][CH:31]=3)=[N:9][N:10]([C:11]([C:24]3[CH:29]=[CH:28][CH:27]=[CH:26][CH:25]=3)([C:18]3[CH:23]=[CH:22][CH:21]=[CH:20][CH:19]=3)[C:12]3[CH:17]=[CH:16][CH:15]=[CH:14][CH:13]=3)[C:4]=2[CH:3]=1.[C:37](=[O:44])([O:39][C:40]([CH3:43])([CH3:42])[CH3:41])[NH2:38].CC(C)([O-])C.[K+]. Product: [F:36][C:33]1[CH:32]=[CH:31][C:30]([C:8]2[C:5]3[CH:6]=[N:7][C:2]([NH:38][C:37](=[O:44])[O:39][C:40]([CH3:43])([CH3:42])[CH3:41])=[CH:3][C:4]=3[N:10]([C:11]([C:24]3[CH:25]=[CH:26][CH:27]=[CH:28][CH:29]=3)([C:12]3[CH:13]=[CH:14][CH:15]=[CH:16][CH:17]=3)[C:18]3[CH:19]=[CH:20][CH:21]=[CH:22][CH:23]=3)[N:9]=2)=[CH:35][CH:34]=1. The catalyst class is: 1.